Dataset: Reaction yield outcomes from USPTO patents with 853,638 reactions. Task: Predict the reaction yield, written as a fraction of the theoretical maximum amount of product (1.0 means a 100% yield; for example, 0.34 means a 34% yield). The yield is 0.677. The reactants are C[O:2][C:3]1[CH:4]=[C:5]([CH:14]=[CH:15][C:16]2[CH:21]=[CH:20][CH:19]=[CH:18][CH:17]=2)[CH:6]=[C:7]([O:12]C)[C:8]=1[CH2:9][CH2:10][CH3:11].B(Br)(Br)Br.O.[OH-].[Na+]. The product is [C:16]1([CH:15]=[CH:14][C:5]2[CH:4]=[C:3]([OH:2])[C:8]([CH2:9][CH2:10][CH3:11])=[C:7]([OH:12])[CH:6]=2)[CH:17]=[CH:18][CH:19]=[CH:20][CH:21]=1. The catalyst is C(Cl)Cl.